From a dataset of Full USPTO retrosynthesis dataset with 1.9M reactions from patents (1976-2016). Predict the reactants needed to synthesize the given product. Given the product [CH2:3]([S:15][CH2:17][CH:18]([OH:21])[CH2:19][OH:20])[CH2:4][CH2:5][CH2:6][CH2:7][CH2:8][CH2:9][CH2:10][CH2:11][CH2:12][CH2:13][CH3:14], predict the reactants needed to synthesize it. The reactants are: [OH-].[K+].[CH2:3]([SH:15])[CH2:4][CH2:5][CH2:6][CH2:7][CH2:8][CH2:9][CH2:10][CH2:11][CH2:12][CH2:13][CH3:14].Br[CH2:17][CH:18]([OH:21])[CH2:19][OH:20].